This data is from Reaction yield outcomes from USPTO patents with 853,638 reactions. The task is: Predict the reaction yield, written as a fraction of the theoretical maximum amount of product (1.0 means a 100% yield; for example, 0.34 means a 34% yield). (1) The reactants are [NH2:1][C:2]1[CH:3]=[N:4][N:5]([CH3:21])[C:6]=1[N:7]1[CH2:12][CH:11]2[CH:9]([CH:10]2[NH:13]C(=O)OC(C)(C)C)[CH2:8]1.C(OC([NH:29][C:30]1[S:34][C:33]([C:35]2[C:40]([F:41])=[CH:39][CH:38]=[CH:37][C:36]=2[F:42])=[N:32][C:31]=1[C:43](O)=[O:44])=O)(C)(C)C.CN(C(ON1N=NC2C=CC=NC1=2)=[N+](C)C)C.F[P-](F)(F)(F)(F)F. No catalyst specified. The product is [NH2:29][C:30]1[S:34][C:33]([C:35]2[C:40]([F:41])=[CH:39][CH:38]=[CH:37][C:36]=2[F:42])=[N:32][C:31]=1[C:43]([NH:1][C:2]1[CH:3]=[N:4][N:5]([CH3:21])[C:6]=1[N:7]1[CH2:8][CH:9]2[CH:11]([CH:10]2[NH2:13])[CH2:12]1)=[O:44]. The yield is 0.320. (2) The reactants are [CH3:1][O:2][C:3](=[O:15])[C:4]1[CH:9]=[CH:8][C:7]([CH2:10][O:11][CH2:12][CH2:13][OH:14])=[CH:6][CH:5]=1.N1C=CN=C1.[CH3:21][C:22]([Si:25](Cl)([CH3:27])[CH3:26])([CH3:24])[CH3:23]. The catalyst is CN(C=O)C. The product is [CH3:1][O:2][C:3](=[O:15])[C:4]1[CH:5]=[CH:6][C:7]([CH2:10][O:11][CH2:12][CH2:13][O:14][Si:25]([C:22]([CH3:24])([CH3:23])[CH3:21])([CH3:27])[CH3:26])=[CH:8][CH:9]=1. The yield is 0.840. (3) The reactants are [C:1]([O:5][C:6]([NH:8][C@@H:9]1[CH2:13][CH2:12][C@:11](C(C)C)([C:14]([OH:16])=[O:15])[CH2:10]1)=[O:7])([CH3:4])([CH3:3])[CH3:2].[CH2:20](N(CC)CC)C.F[P-](F)(F)(F)(F)F.N1(O[P+](N(C)C)(N(C)C)N(C)C)C2C=CC=CC=2N=N1. The catalyst is C(Cl)Cl.CCOC(C)=O. The product is [C:1]([O:5][C:6]([NH:8][C@H:9]1[CH2:10][C@@H:11]([C:14]([O:16][CH3:20])=[O:15])[CH:12]=[CH:13]1)=[O:7])([CH3:2])([CH3:3])[CH3:4]. The yield is 0.520.